This data is from Full USPTO retrosynthesis dataset with 1.9M reactions from patents (1976-2016). The task is: Predict the reactants needed to synthesize the given product. (1) Given the product [Cl:1][C:2]1[N:11]=[CH:10][CH:9]=[C:8]2[C:3]=1[CH:4]=[C:5]([C:23]1[CH:24]=[CH:25][CH:26]=[CH:27][CH:28]=1)[C:6]([C:12]1[CH:17]=[CH:16][C:15]([CH:18]=[O:19])=[CH:14][CH:13]=1)=[N:7]2, predict the reactants needed to synthesize it. The reactants are: [Cl:1][C:2]1[N:11]=[CH:10][CH:9]=[C:8]2[C:3]=1[CH:4]=[C:5]([C:23]1[CH:28]=[CH:27][CH:26]=[CH:25][CH:24]=1)[C:6]([C:12]1[CH:17]=[CH:16][C:15]([CH:18]3OCC[O:19]3)=[CH:14][CH:13]=1)=[N:7]2. (2) Given the product [CH2:1]([N:3]1[C:7]2=[N:8][C:9]([CH2:48][CH3:49])=[C:10]([CH2:19][NH:20][C:21]([C:23]3[CH:28]=[CH:27][CH:26]=[C:25]([C:29]([NH:31][CH2:32][C:33]4[CH:34]=[C:35]([C:39]5[CH:44]=[CH:43][CH:42]=[C:41]([CH2:45][N:55]6[CH2:54][C@H:53]([CH3:57])[NH:52][C@H:51]([CH3:50])[CH2:56]6)[CH:40]=5)[CH:36]=[CH:37][CH:38]=4)=[O:30])[CH:24]=3)=[O:22])[C:11]([NH:12][CH:13]3[CH2:14][CH2:15][O:16][CH2:17][CH2:18]3)=[C:6]2[CH:5]=[N:4]1)[CH3:2], predict the reactants needed to synthesize it. The reactants are: [CH2:1]([N:3]1[C:7]2=[N:8][C:9]([CH2:48][CH3:49])=[C:10]([CH2:19][NH:20][C:21]([C:23]3[CH:28]=[CH:27][CH:26]=[C:25]([C:29]([NH:31][CH2:32][C:33]4[C:34](C)=[C:35]([C:39]5[CH:44]=[CH:43][CH:42]=[C:41]([CH:45]=O)[CH:40]=5)[CH:36]=[CH:37][CH:38]=4)=[O:30])[CH:24]=3)=[O:22])[C:11]([NH:12][CH:13]3[CH2:18][CH2:17][O:16][CH2:15][CH2:14]3)=[C:6]2[CH:5]=[N:4]1)[CH3:2].[CH3:50][C@@H:51]1[CH2:56][NH:55][CH2:54][C@H:53]([CH3:57])[NH:52]1.C(O[BH-](OC(=O)C)OC(=O)C)(=O)C.[Na+].CC(O)=O. (3) Given the product [C:1]([O:5][C:6](=[O:23])[CH2:7][CH2:8][C:9]1[CH:10]=[CH:11][C:12]2[N:13]([C:15]([C:18]([OH:20])=[O:19])=[CH:16][N:17]=2)[CH:14]=1)([CH3:4])([CH3:2])[CH3:3], predict the reactants needed to synthesize it. The reactants are: [C:1]([O:5][C:6](=[O:23])[CH2:7][CH2:8][C:9]1[CH:10]=[CH:11][C:12]2[N:13]([C:15]([C:18]([O:20]CC)=[O:19])=[CH:16][N:17]=2)[CH:14]=1)([CH3:4])([CH3:3])[CH3:2].[Li+].[OH-].C(O)(=O)CC(CC(O)=O)(C(O)=O)O. (4) Given the product [NH2:1][C:4]1[CH:9]=[CH:8][C:7]([C:10]2[S:11][C:12]([CH3:29])=[CH:13][CH:14]=2)=[CH:6][C:5]=1[NH:15][C:16](=[O:28])[C:17]1[CH:18]=[CH:19][C:20]([O:33][CH3:31])=[CH:21][CH:22]=1, predict the reactants needed to synthesize it. The reactants are: [N+:1]([C:4]1[CH:9]=[CH:8][C:7]([C:10]2[S:11][CH:12]=[CH:13][CH:14]=2)=[CH:6][C:5]=1[NH:15][C:16](=[O:28])[C:17]1[CH:22]=[CH:21][C:20](C2NN=NN=2)=[CH:19][CH:18]=1)([O-])=O.[CH3:29]O.[C:31](OCC)(=[O:33])C. (5) Given the product [Cl:1][C:2]1[CH:3]=[C:4]([CH:33]=[C:34]([C:36]([F:37])([F:38])[F:39])[CH:35]=1)[C:5]([N:7]([CH2:9][C@H:10]([C:26]1[CH:31]=[CH:30][C:29]([F:32])=[CH:28][CH:27]=1)[CH2:11][CH2:12][N:13]1[CH2:16][CH:15]([N:17]2[CH2:18][CH2:19][N:20]3[C:23](=[O:25])[CH2:24][CH2:40][C@H:21]3[CH2:22]2)[CH2:14]1)[CH3:8])=[O:6], predict the reactants needed to synthesize it. The reactants are: [Cl:1][C:2]1[CH:3]=[C:4]([CH:33]=[C:34]([C:36]([F:39])([F:38])[F:37])[CH:35]=1)[C:5]([N:7]([CH2:9][C@H:10]([C:26]1[CH:31]=[CH:30][C:29]([F:32])=[CH:28][CH:27]=1)[CH2:11][CH2:12][N:13]1[CH2:16][CH:15]([N:17]2[CH2:22][CH2:21][N:20]([C:23](=[O:25])[CH3:24])[CH2:19][CH2:18]2)[CH2:14]1)[CH3:8])=[O:6].[CH2:40](N(CC)CC)C.N1CC(N2CCN3C(=O)CC[C@H]3C2)C1.O. (6) Given the product [CH3:29][C:26]([C:30]1[CH:36]=[CH:35][CH:34]=[CH:33][C:31]=1[NH:32][C:2]1[C:11]2[C:6](=[CH:7][C:8]([C:14]3[C:15]([CH3:20])=[N:16][O:17][C:18]=3[CH3:19])=[C:9]([O:12][CH3:13])[CH:10]=2)[N:5]=[CH:4][C:3]=1[C:21]([O:23][CH2:24][CH3:25])=[O:22])([CH3:27])[CH3:28], predict the reactants needed to synthesize it. The reactants are: Cl[C:2]1[C:11]2[C:6](=[CH:7][C:8]([C:14]3[C:15]([CH3:20])=[N:16][O:17][C:18]=3[CH3:19])=[C:9]([O:12][CH3:13])[CH:10]=2)[N:5]=[CH:4][C:3]=1[C:21]([O:23][CH2:24][CH3:25])=[O:22].[C:26]([C:30]1[CH:36]=[CH:35][CH:34]=[CH:33][C:31]=1[NH2:32])([CH3:29])([CH3:28])[CH3:27].